Dataset: Forward reaction prediction with 1.9M reactions from USPTO patents (1976-2016). Task: Predict the product of the given reaction. (1) Given the reactants Br[C:2]1[CH:7]=[CH:6][C:5]([CH:8]([F:10])[F:9])=[CH:4][N:3]=1.C(N(CC)CC)C.C1(P(C2C=CC=CC=2)CCCP(C2C=CC=CC=2)C2C=CC=CC=2)C=CC=CC=1.[C]=O.[C:49]([O:52][CH2:53]C)(=[O:51])C, predict the reaction product. The product is: [CH3:53][O:52][C:49]([C:2]1[CH:7]=[CH:6][C:5]([CH:8]([F:10])[F:9])=[CH:4][N:3]=1)=[O:51]. (2) Given the reactants [CH3:1][O:2][C:3]1[N:8]=[CH:7][C:6]([N+:9]([O-])=O)=[CH:5][N:4]=1, predict the reaction product. The product is: [NH2:9][C:6]1[CH:5]=[N:4][C:3]([O:2][CH3:1])=[N:8][CH:7]=1. (3) Given the reactants [NH2:1][C:2]1[C:3]2[C:10]([C:11]#[N:12])=[CH:9][N:8]([C@@H:13]3[O:23][C@H:22]4[C@@H:15]([O:16][Si:17]([CH:33]([CH3:35])[CH3:34])([CH:30]([CH3:32])[CH3:31])[O:18][Si:19]([CH:27]([CH3:29])[CH3:28])([CH:24]([CH3:26])[CH3:25])[O:20][CH2:21]4)[C@H:14]3[OH:36])[C:4]=2[N:5]=[CH:6][N:7]=1.C(N(CC)CC)C.Cl.[NH2:45][OH:46], predict the reaction product. The product is: [NH2:1][C:2]1[C:3]2[C:10](/[C:11](=[N:45]/[OH:46])/[NH2:12])=[CH:9][N:8]([C@@H:13]3[O:23][C@H:22]4[C@@H:15]([O:16][Si:17]([CH:30]([CH3:32])[CH3:31])([CH:33]([CH3:35])[CH3:34])[O:18][Si:19]([CH:27]([CH3:28])[CH3:29])([CH:24]([CH3:25])[CH3:26])[O:20][CH2:21]4)[C@H:14]3[OH:36])[C:4]=2[N:5]=[CH:6][N:7]=1. (4) Given the reactants Cl/[CH:2]=[C:3](/[C:13]1[S:14][C:15]([CH3:18])=[CH:16][CH:17]=1)\[O:4][C:5]1[CH:10]=[CH:9][CH:8]=[C:7]([O:11][CH3:12])[CH:6]=1.[F-].[Cs+].C(=O)([O-])[O-].[Cs+].[Cs+], predict the reaction product. The product is: [CH3:12][O:11][C:7]1[CH:8]=[CH:9][C:10]2[CH:2]=[C:3]([C:13]3[S:14][C:15]([CH3:18])=[CH:16][CH:17]=3)[O:4][C:5]=2[CH:6]=1. (5) Given the reactants [OH-].[Na+:2].[CH3:3][C:4]1[N:9]=[C:8]([N:10]2[CH2:15][CH2:14][CH:13]([CH2:16][CH2:17][CH:18]3[CH2:23][CH2:22][N:21]([C:24]([O:26][C:27]4[CH:28]=[N:29][CH:30]=[C:31]([CH:36]=4)[C:32]([O:34]C)=[O:33])=[O:25])[CH2:20][CH2:19]3)[CH2:12][CH2:11]2)[CH:7]=[CH:6][CH:5]=1, predict the reaction product. The product is: [CH3:3][C:4]1[N:9]=[C:8]([N:10]2[CH2:11][CH2:12][CH:13]([CH2:16][CH2:17][CH:18]3[CH2:23][CH2:22][N:21]([C:24]([O:26][C:27]4[CH:28]=[N:29][CH:30]=[C:31]([CH:36]=4)[C:32]([O-:34])=[O:33])=[O:25])[CH2:20][CH2:19]3)[CH2:14][CH2:15]2)[CH:7]=[CH:6][CH:5]=1.[Na+:2].